Dataset: Forward reaction prediction with 1.9M reactions from USPTO patents (1976-2016). Task: Predict the product of the given reaction. The product is: [NH2:16][C:13]1[CH:12]=[C:11]([CH2:10][CH2:9][OH:8])[NH:15][N:14]=1. Given the reactants COC1C=CC(C[O:8][CH2:9][CH2:10][C:11]2[NH:15][N:14]=[C:13]([NH2:16])[CH:12]=2)=CC=1, predict the reaction product.